The task is: Predict which catalyst facilitates the given reaction.. This data is from Catalyst prediction with 721,799 reactions and 888 catalyst types from USPTO. (1) Reactant: [F:1][C:2]1[CH:7]=[CH:6][C:5]([C:8]2[N:12]=[C:11]([C:13]3[CH:18]=[CH:17][C:16]([F:19])=[CH:15][CH:14]=3)[N:10]([CH2:20][C:21](O)=[O:22])[N:9]=2)=[CH:4][CH:3]=1.CCN(C(C)C)C(C)C.Cl.[CH3:34][O:35][C:36]1[CH:37]=[N:38][C:39]([N:42]2[CH2:47][CH2:46][NH:45][CH2:44][CH2:43]2)=[N:40][CH:41]=1.C(Cl)Cl. Product: [F:1][C:2]1[CH:7]=[CH:6][C:5]([C:8]2[N:12]=[C:11]([C:13]3[CH:18]=[CH:17][C:16]([F:19])=[CH:15][CH:14]=3)[N:10]([CH2:20][C:21]([N:45]3[CH2:46][CH2:47][N:42]([C:39]4[N:38]=[CH:37][C:36]([O:35][CH3:34])=[CH:41][N:40]=4)[CH2:43][CH2:44]3)=[O:22])[N:9]=2)=[CH:4][CH:3]=1. The catalyst class is: 3. (2) Reactant: [C:1]([OH:20])(=[O:19])[CH2:2][CH2:3][CH2:4][CH2:5][CH2:6][CH2:7][CH2:8]/[CH:9]=[CH:10]\[CH2:11][CH2:12][CH2:13][CH2:14][CH2:15][CH2:16][CH2:17][CH3:18].[OH:21][CH2:22][CH:23]([CH2:25]O)[OH:24]. The catalyst class is: 6. Product: [CH3:18][CH2:17][CH2:16][CH2:15][CH2:14][CH2:13][CH2:12][CH2:11]/[CH:10]=[CH:9]\[CH2:8][CH2:7][CH2:6][CH2:5][CH2:4][CH2:3][CH2:2][C:1]([O:20][CH2:25][CH:23]([OH:24])[CH2:22][OH:21])=[O:19]. (3) Reactant: Br[C:2]1[C:6]([N:7]([CH3:9])[CH3:8])=[C:5]([C:10]2[CH:15]=[CH:14][C:13]([Cl:16])=[CH:12][CH:11]=2)[S:4][C:3]=1[C:17]([O:19][CH2:20][CH3:21])=[O:18].C(O)C.[S:25]([C:29]1[CH:34]=[CH:33][C:32](B(O)O)=[CH:31][CH:30]=1)(=[O:28])(=[O:27])[NH2:26].C(=O)([O-])[O-].[K+].[K+]. Product: [Cl:16][C:13]1[CH:14]=[CH:15][C:10]([C:5]2[S:4][C:3]([C:17]([O:19][CH2:20][CH3:21])=[O:18])=[C:2]([C:32]3[CH:33]=[CH:34][C:29]([S:25](=[O:28])(=[O:27])[NH2:26])=[CH:30][CH:31]=3)[C:6]=2[N:7]([CH3:9])[CH3:8])=[CH:11][CH:12]=1. The catalyst class is: 109. (4) Reactant: [F:1][C:2]1[C:7]([F:8])=[CH:6][CH:5]=[CH:4][C:3]=1[CH2:9][S:10][C:11]1[N:20]=[C:19]([NH:21][CH:22]([CH2:25][OH:26])[CH2:23][OH:24])[C:18]2[N:17]=[CH:16][C:15](=[O:27])[NH:14][C:13]=2[N:12]=1.[OH2:28].[OH:29]OS([O-])=O.[K+]. Product: [F:1][C:2]1[C:7]([F:8])=[CH:6][CH:5]=[CH:4][C:3]=1[CH2:9][S:10]([C:11]1[N:20]=[C:19]([NH:21][CH:22]([CH2:25][OH:26])[CH2:23][OH:24])[C:18]2[N:17]=[CH:16][C:15](=[O:27])[NH:14][C:13]=2[N:12]=1)(=[O:29])=[O:28]. The catalyst class is: 10. (5) Product: [CH:13]([C:10]1[CH:11]=[CH:12][C:7]([N:6]2[C:4](=[O:5])[C:3]3[C:2](=[CH:20][CH:19]=[CH:18][CH:17]=3)[N:1]=[C:26]2[C:25]2[CH:28]=[CH:29][C:22]([OH:21])=[CH:23][CH:24]=2)=[CH:8][CH:9]=1)([CH2:15][CH3:16])[CH3:14]. Reactant: [NH2:1][C:2]1[CH:20]=[CH:19][CH:18]=[CH:17][C:3]=1[C:4]([NH:6][C:7]1[CH:12]=[CH:11][C:10]([CH:13]([CH2:15][CH3:16])[CH3:14])=[CH:9][CH:8]=1)=[O:5].[OH:21][C:22]1[CH:29]=[CH:28][C:25]([CH:26]=O)=[CH:24][CH:23]=1.II.[OH-].[K+]. The catalyst class is: 9. (6) Reactant: [S:1]1[CH:5]=[C:4]([CH2:6][C@@H:7]([N:11]([C:13]([O:15][C:16]([CH3:19])([CH3:18])[CH3:17])=[O:14])[CH3:12])[C:8](O)=[O:9])[C:3]2[CH:20]=[CH:21][CH:22]=[CH:23][C:2]1=2.ON1C2N=CC=CC=2N=N1.CCN=C=NCCCN(C)C.Cl.[CH3:46][NH:47][C:48](=[O:59])[C@H:49]([NH:57][CH3:58])[CH2:50][C:51]1[CH:56]=[CH:55][CH:54]=[CH:53][CH:52]=1.C(N(C(C)C)CC)(C)C. Product: [C:16]([O:15][C:13](=[O:14])[N:11]([C@@H:7]([C:8](=[O:9])[N:57]([CH3:58])[C@@H:49]([C:48](=[O:59])[NH:47][CH3:46])[CH2:50][C:51]1[CH:56]=[CH:55][CH:54]=[CH:53][CH:52]=1)[CH2:6][C:4]1[C:3]2[CH:20]=[CH:21][CH:22]=[CH:23][C:2]=2[S:1][CH:5]=1)[CH3:12])([CH3:17])([CH3:19])[CH3:18]. The catalyst class is: 2.